Dataset: Forward reaction prediction with 1.9M reactions from USPTO patents (1976-2016). Task: Predict the product of the given reaction. Given the reactants [CH3:1][C:2]1[NH:3][C:4]2[C:5](=[O:14])[CH2:6][CH2:7][CH2:8][C:9]=2[C:10]=1[C:11]([OH:13])=O.[NH2:15][CH2:16][CH2:17][OH:18], predict the reaction product. The product is: [OH:18][CH2:17][CH2:16][NH:15][C:11]([C:10]1[C:9]2[CH2:8][CH2:7][CH2:6][C:5](=[O:14])[C:4]=2[NH:3][C:2]=1[CH3:1])=[O:13].